This data is from Forward reaction prediction with 1.9M reactions from USPTO patents (1976-2016). The task is: Predict the product of the given reaction. (1) Given the reactants [CH3:1][O:2][C:3](=[O:18])[C@@H:4]([N:13]1[CH:17]=[CH:16][CH:15]=[CH:14]1)[CH2:5][C:6]1[CH:11]=[CH:10][C:9]([OH:12])=[CH:8][CH:7]=1.[Br:19]N1C(=O)CCC1=O, predict the reaction product. The product is: [CH3:1][O:2][C:3](=[O:18])[C@@H:4]([N:13]1[CH:17]=[CH:16][C:15]([Br:19])=[CH:14]1)[CH2:5][C:6]1[CH:11]=[CH:10][C:9]([OH:12])=[CH:8][CH:7]=1. (2) Given the reactants I[C:2]1[S:6][C:5]([C:7]2[CH:16]=[C:15]3[C:10]([CH2:11][CH2:12][NH:13][C:14]3=[O:17])=[CH:9][CH:8]=2)=[CH:4][CH:3]=1.CC1(C)C(C)(C)OB([C:26]2[CH:27]=[C:28]([NH:32][C:33](=[O:39])[O:34][C:35]([CH3:38])([CH3:37])[CH3:36])[CH:29]=[N:30][CH:31]=2)O1, predict the reaction product. The product is: [O:17]=[C:14]1[C:15]2[C:10](=[CH:9][CH:8]=[C:7]([C:5]3[S:6][C:2]([C:26]4[CH:27]=[C:28]([NH:32][C:33](=[O:39])[O:34][C:35]([CH3:37])([CH3:36])[CH3:38])[CH:29]=[N:30][CH:31]=4)=[CH:3][CH:4]=3)[CH:16]=2)[CH2:11][CH2:12][NH:13]1. (3) Given the reactants Cl[C:2]1[N:7]=[C:6]([NH:8][C@H:9]([C:12]2[CH:17]=[CH:16][CH:15]=[CH:14][CH:13]=2)[CH2:10][CH3:11])[CH:5]=[N:4][CH:3]=1.[CH3:18][O:19][C:20]1[CH:25]=[C:24](B2OC(C)(C)C(C)(C)O2)[CH:23]=[CH:22][C:21]=1[OH:35], predict the reaction product. The product is: [CH3:18][O:19][C:20]1[CH:25]=[C:24]([C:2]2[CH:3]=[N:4][CH:5]=[C:6]([NH:8][C@H:9]([C:12]3[CH:17]=[CH:16][CH:15]=[CH:14][CH:13]=3)[CH2:10][CH3:11])[N:7]=2)[CH:23]=[CH:22][C:21]=1[OH:35].